This data is from Catalyst prediction with 721,799 reactions and 888 catalyst types from USPTO. The task is: Predict which catalyst facilitates the given reaction. (1) Reactant: C([O:5][C:6](=[O:36])[CH2:7][N:8]1[C:12]2[CH:13]=[CH:14][CH:15]=[CH:16][C:11]=2[N:10]([CH2:17][C:18]2[N:22]([CH2:23][CH2:24][CH:25]([CH3:27])[CH3:26])[C:21]3[CH:28]=[CH:29][C:30]([C:32](=[NH:34])[NH2:33])=[CH:31][C:20]=3[N:19]=2)[C:9]1=[O:35])(C)(C)C.C(O)(C(F)(F)F)=O. Product: [C:32]([C:30]1[CH:29]=[CH:28][C:21]2[N:22]([CH2:23][CH2:24][CH:25]([CH3:26])[CH3:27])[C:18]([CH2:17][N:10]3[C:11]4[CH:16]=[CH:15][CH:14]=[CH:13][C:12]=4[N:8]([CH2:7][C:6]([OH:36])=[O:5])[C:9]3=[O:35])=[N:19][C:20]=2[CH:31]=1)(=[NH:33])[NH2:34]. The catalyst class is: 2. (2) Reactant: [NH2:1][CH2:2][CH2:3][CH2:4][N:5]1[CH2:10][CH2:9][CH2:8][CH2:7][CH2:6]1.[C:11]([O:15][C:16]([NH:18][C:19]1[CH:24]=[CH:23][CH:22]=[CH:21][C:20]=1[NH:25][C:26](=[O:40])[C:27]1[CH:32]=[CH:31][C:30]([C:33]2[CH:38]=[CH:37][N:36]=[C:35](Cl)[N:34]=2)=[CH:29][CH:28]=1)=[O:17])([CH3:14])([CH3:13])[CH3:12]. Product: [C:11]([O:15][C:16]([NH:18][C:19]1[CH:24]=[CH:23][CH:22]=[CH:21][C:20]=1[NH:25][C:26](=[O:40])[C:27]1[CH:32]=[CH:31][C:30]([C:33]2[CH:38]=[CH:37][N:36]=[C:35]([NH:1][CH2:2][CH2:3][CH2:4][N:5]3[CH2:10][CH2:9][CH2:8][CH2:7][CH2:6]3)[N:34]=2)=[CH:29][CH:28]=1)=[O:17])([CH3:14])([CH3:12])[CH3:13]. The catalyst class is: 80. (3) Reactant: [CH3:1][C:2]([O:4][CH2:5][C@H:6]1[O:11][C@@H:10]([O:12]C(C)=O)[C@H:9]([O:16][C:17]([CH3:19])=[O:18])[C@@H:8]([O:20][C:21]([CH3:23])=[O:22])[C@H:7]1[O:24][C:25]([CH3:27])=[O:26])=[O:3].C(N)C1C=CC=CC=1. Product: [C:17]([O:16][C@@H:9]1[C@@H:8]([O:20][C:21](=[O:22])[CH3:23])[C@@H:7]([O:24][C:25](=[O:26])[CH3:27])[C@@H:6]([CH2:5][O:4][C:2](=[O:3])[CH3:1])[O:11][C@H:10]1[OH:12])(=[O:18])[CH3:19]. The catalyst class is: 1. (4) Reactant: [Cl:1][C:2]1[CH:7]=[CH:6][C:5]([CH:8]([NH:19][C:20]2[CH:25]=[C:24]([F:26])[C:23](=[O:27])[N:22]([CH3:28])[CH:21]=2)[C:9]2[C:10]([C:16](O)=[O:17])=[N:11][N:12]([CH3:15])[C:13]=2[CH3:14])=[CH:4][CH:3]=1. Product: [Cl:1][C:2]1[CH:3]=[CH:4][C:5]([CH:8]2[C:9]3[C:10](=[N:11][N:12]([CH3:15])[C:13]=3[CH3:14])[C:16](=[O:17])[N:19]2[C:20]2[CH:25]=[C:24]([F:26])[C:23](=[O:27])[N:22]([CH3:28])[CH:21]=2)=[CH:6][CH:7]=1. The catalyst class is: 61. (5) Reactant: [CH2:1]([O:3][C:4]([C:6]1([C:9]2[CH:14]=[CH:13][C:12]([C:15]3[CH:20]=[CH:19][C:18]([C:21]4[S:22][C:23]([Cl:29])=[CH:24][C:25]=4C(=O)N)=[CH:17][CH:16]=3)=[CH:11][CH:10]=2)[CH2:8][CH2:7]1)=[O:5])[CH3:2].[N:30]1[CH:35]=CC=CC=1.FC(F)(F)C(OI(C1C=CC=CC=1)OC(=O)C(F)(F)F)=[O:39].[S:57]1[CH:61]=[CH:60][C:59]([C@H:62]([OH:64])[CH3:63])=[CH:58]1. Product: [CH2:1]([O:3][C:4]([C:6]1([C:9]2[CH:10]=[CH:11][C:12]([C:15]3[CH:16]=[CH:17][C:18]([C:21]4[S:22][C:23]([Cl:29])=[CH:24][C:25]=4[NH:30][C:35]([O:64][C@@H:62]([C:59]4[CH:60]=[CH:61][S:57][CH:58]=4)[CH3:63])=[O:39])=[CH:19][CH:20]=3)=[CH:13][CH:14]=2)[CH2:8][CH2:7]1)=[O:5])[CH3:2]. The catalyst class is: 727. (6) Product: [F:42][C:43]1[CH:44]=[CH:45][C:46]2[N:47]([CH:49]=[C:50]([C:6]([NH:7][C@H:8]3[CH2:13][CH2:12][C@@H:11]([N:14]4[C:19](=[O:20])[C:18]5[CH:21]=[C:22]([F:25])[CH:23]=[N:24][C:17]=5[N:16]([CH:26]5[CH2:31][CH2:30][N:29]([CH3:32])[CH2:28][CH2:27]5)[C:15]4=[O:33])[CH2:10][CH2:9]3)=[O:34])[N:51]=2)[CH:48]=1. Reactant: C(O[C:6](=[O:34])[NH:7][C@H:8]1[CH2:13][CH2:12][C@@H:11]([N:14]2[C:19](=[O:20])[C:18]3[CH:21]=[C:22]([F:25])[CH:23]=[N:24][C:17]=3[N:16]([CH:26]3[CH2:31][CH2:30][N:29]([CH3:32])[CH2:28][CH2:27]3)[C:15]2=[O:33])[CH2:10][CH2:9]1)(C)(C)C.Cl.O1CCOCC1.[F:42][C:43]1[CH:44]=[CH:45][C:46]2[N:47]([CH:49]=[C:50](C(O)=O)[N:51]=2)[CH:48]=1.C(N(CC)C(C)C)(C)C. The catalyst class is: 255. (7) Reactant: [C-:1]#[N:2].[Na+].[CH2:4]([N:11]1[CH2:16][CH2:15][C:14](=O)[CH2:13][CH2:12]1)[C:5]1[CH:10]=[CH:9][CH:8]=[CH:7][CH:6]=1.Cl.[NH:19]1[CH2:24][CH2:23][CH2:22][CH2:21][CH2:20]1. Product: [CH2:4]([N:11]1[CH2:16][CH2:15][C:14]([C:1]#[N:2])([N:19]2[CH2:24][CH2:23][CH2:22][CH2:21][CH2:20]2)[CH2:13][CH2:12]1)[C:5]1[CH:10]=[CH:9][CH:8]=[CH:7][CH:6]=1. The catalyst class is: 72. (8) Reactant: [CH3:1][CH:2]([O:4][C:5]1[CH:6]=[C:7]([O:19][C:20]2[CH:30]=[CH:29][C:23]([C:24]([O:26]CC)=[O:25])=[CH:22][CH:21]=2)[CH:8]=[C:9]([C:11]([NH:13][C:14]2[S:15][CH:16]=[CH:17][N:18]=2)=[O:12])[CH:10]=1)[CH3:3].O.[OH-].[Li+]. Product: [CH3:3][CH:2]([O:4][C:5]1[CH:6]=[C:7]([O:19][C:20]2[CH:21]=[CH:22][C:23]([C:24]([OH:26])=[O:25])=[CH:29][CH:30]=2)[CH:8]=[C:9]([C:11]([NH:13][C:14]2[S:15][CH:16]=[CH:17][N:18]=2)=[O:12])[CH:10]=1)[CH3:1]. The catalyst class is: 20.